From a dataset of Catalyst prediction with 721,799 reactions and 888 catalyst types from USPTO. Predict which catalyst facilitates the given reaction. Reactant: [C:1]([O:5][C:6]([N:8]1[CH2:12][CH2:11][CH:10]([NH:13][CH3:14])[CH2:9]1)=[O:7])([CH3:4])([CH3:3])[CH3:2].C(N(CC)CC)C.[CH3:22][S:23](Cl)(=[O:25])=[O:24]. Product: [C:1]([O:5][C:6]([N:8]1[CH2:12][CH2:11][CH:10]([N:13]([S:23]([CH3:22])(=[O:25])=[O:24])[CH3:14])[CH2:9]1)=[O:7])([CH3:4])([CH3:3])[CH3:2]. The catalyst class is: 4.